From a dataset of Forward reaction prediction with 1.9M reactions from USPTO patents (1976-2016). Predict the product of the given reaction. (1) Given the reactants Cl[C:2]1[N:11]=[CH:10][CH:9]=[C:8]2[C:3]=1[C:4]1[CH:27]=[N:26][CH:25]=[CH:24][C:5]=1[C:6]([CH2:12][S:13]([N:16]([CH3:23])[C:17]1[CH:22]=[CH:21][CH:20]=[CH:19][CH:18]=1)(=[O:15])=[O:14])=[N:7]2.[OH-:28].[Na+], predict the reaction product. The product is: [CH3:23][N:16]([C:17]1[CH:22]=[CH:21][CH:20]=[CH:19][CH:18]=1)[S:13]([CH2:12][C:6]1[C:5]2[CH:24]=[CH:25][N:26]=[CH:27][C:4]=2[C:3]2[C:2](=[O:28])[NH:11][CH:10]=[CH:9][C:8]=2[N:7]=1)(=[O:14])=[O:15]. (2) The product is: [NH2:9][C:6]1[CH:7]=[CH:8][C:3]([O:2][CH3:1])=[C:4]([NH:12][C:13]2[N:18]=[C:17]3[N:19]([CH3:30])[C:20](=[O:29])[N:21]([C:23]4[CH:28]=[CH:27][CH:26]=[CH:25][CH:24]=4)[CH2:22][C:16]3=[CH:15][N:14]=2)[CH:5]=1. Given the reactants [CH3:1][O:2][C:3]1[CH:8]=[CH:7][C:6]([N+:9]([O-])=O)=[CH:5][C:4]=1[NH:12][C:13]1[N:18]=[C:17]2[N:19]([CH3:30])[C:20](=[O:29])[N:21]([C:23]3[CH:28]=[CH:27][CH:26]=[CH:25][CH:24]=3)[CH2:22][C:16]2=[CH:15][N:14]=1, predict the reaction product. (3) Given the reactants [CH2:1]([NH:5][C:6](=[O:25])[C:7]([CH3:24])([C:9]1[CH:14]=[CH:13][C:12](B2OC(C)(C)C(C)(C)O2)=[CH:11][CH:10]=1)[CH3:8])[CH:2]([CH3:4])[CH3:3].C([O-])([O-])=O.[K+].[K+].[CH3:32][N:33]1[CH:37]=[CH:36][CH:35]=[C:34]1Br, predict the reaction product. The product is: [CH2:1]([NH:5][C:6](=[O:25])[C:7]([CH3:8])([C:9]1[CH:10]=[CH:11][C:12]([C:34]2[N:33]([CH3:32])[CH:37]=[CH:36][CH:35]=2)=[CH:13][CH:14]=1)[CH3:24])[CH:2]([CH3:3])[CH3:4]. (4) Given the reactants N#N.[CH3:3][C:4]1([CH2:9][CH2:10][CH2:11][CH2:12][N:13]2[CH:17]=[C:16]([N+:18]([O-])=O)[CH:15]=[N:14]2)[O:8][CH2:7][CH2:6][O:5]1.[NH4+].[Cl-], predict the reaction product. The product is: [CH3:3][C:4]1([CH2:9][CH2:10][CH2:11][CH2:12][N:13]2[CH:17]=[C:16]([NH2:18])[CH:15]=[N:14]2)[O:8][CH2:7][CH2:6][O:5]1. (5) Given the reactants [CH3:1][C:2]1[C:7]([CH3:8])=[CH:6][CH:5]=[CH:4][C:3]=1[C:9]([C:11]1[N:15]([C:16]([C:29]2[CH:34]=[CH:33][CH:32]=[CH:31][CH:30]=2)([C:23]2[CH:28]=[CH:27][CH:26]=[CH:25][CH:24]=2)[C:17]2[CH:22]=[CH:21][CH:20]=[CH:19][CH:18]=2)[CH:14]=[N:13][CH:12]=1)=[O:10].[CH2:35]([Mg]Br)[C:36]1[CH:41]=[CH:40][CH:39]=[CH:38][CH:37]=1, predict the reaction product. The product is: [CH3:1][C:2]1[C:7]([CH3:8])=[CH:6][CH:5]=[CH:4][C:3]=1[C:9]([C:11]1[N:15]([C:16]([C:23]2[CH:24]=[CH:25][CH:26]=[CH:27][CH:28]=2)([C:17]2[CH:22]=[CH:21][CH:20]=[CH:19][CH:18]=2)[C:29]2[CH:34]=[CH:33][CH:32]=[CH:31][CH:30]=2)[CH:14]=[N:13][CH:12]=1)([OH:10])[CH2:35][C:36]1[CH:41]=[CH:40][CH:39]=[CH:38][CH:37]=1. (6) Given the reactants [N:1]1[CH:6]=[CH:5][C:4]([O:7][C:8]2[CH:13]=[CH:12][CH:11]=[CH:10][C:9]=2I)=[CH:3][CH:2]=1.C([Mg]Cl)(C)C.[Li+].[Cl-].C1([Mg:28][I:29])C=CC=CC=1, predict the reaction product. The product is: [N:1]1[CH:6]=[CH:5][C:4]([O:7][C:8]2[CH:13]=[CH:12][CH:11]=[CH:10][C:9]=2[Mg:28][I:29])=[CH:3][CH:2]=1. (7) Given the reactants [C:1]([NH:9][C@H:10]1[CH2:14][N:13]([C:15](=[O:25])[CH2:16][NH:17][C:18]([O:20][C:21]([CH3:24])([CH3:23])[CH3:22])=[O:19])[C@H:12]([C:26]([O:28]C)=[O:27])[CH2:11]1)(=[O:8])[C:2]1[CH:7]=[CH:6][CH:5]=[CH:4][CH:3]=1.CO.Cl, predict the reaction product. The product is: [C:1]([NH:9][C@H:10]1[CH2:14][N:13]([C:15](=[O:25])[CH2:16][NH:17][C:18]([O:20][C:21]([CH3:24])([CH3:22])[CH3:23])=[O:19])[C@H:12]([C:26]([OH:28])=[O:27])[CH2:11]1)(=[O:8])[C:2]1[CH:3]=[CH:4][CH:5]=[CH:6][CH:7]=1. (8) Given the reactants [CH3:1][C:2]1[O:6][N:5]=[C:4]([C:7]2[CH:12]=[CH:11][CH:10]=[CH:9][CH:8]=2)[C:3]=1[CH2:13][O:14][C:15]1[CH:23]=[CH:22][C:18]([C:19]([OH:21])=O)=[CH:17][N:16]=1.[CH:24]1([S:27]([NH2:30])(=[O:29])=[O:28])[CH2:26][CH2:25]1, predict the reaction product. The product is: [CH3:1][C:2]1[O:6][N:5]=[C:4]([C:7]2[CH:8]=[CH:9][CH:10]=[CH:11][CH:12]=2)[C:3]=1[CH2:13][O:14][C:15]1[N:16]=[CH:17][C:18]([C:19]([NH:30][S:27]([CH:24]2[CH2:26][CH2:25]2)(=[O:29])=[O:28])=[O:21])=[CH:22][CH:23]=1.